Dataset: Catalyst prediction with 721,799 reactions and 888 catalyst types from USPTO. Task: Predict which catalyst facilitates the given reaction. (1) Reactant: [Br:1][C:2]1[CH:3]=[C:4]2[C:11]3([C:15](=[O:16])[N:14]=[C:13](OCC)[NH:12]3)[CH2:10][C:9]([CH3:21])([CH3:20])[O:8][C:5]2=[CH:6][CH:7]=1.[NH3:22].O. Product: [NH2:22][C:13]1[NH:12][C:11]2([C:4]3[C:5](=[CH:6][CH:7]=[C:2]([Br:1])[CH:3]=3)[O:8][C:9]([CH3:20])([CH3:21])[CH2:10]2)[C:15](=[O:16])[N:14]=1. The catalyst class is: 14. (2) Reactant: [F:1][C:2]1[CH:38]=[CH:37][C:5]([CH2:6][CH2:7][NH:8][C:9](=[N:11][C:12]2[CH:20]=[C:19]3[C:15]([CH2:16][C@@H:17]([OH:36])[C@@H:18]3[NH:21][C:22]([C:24]3[CH:29]=[CH:28][C:27]([C:30]4[CH:35]=[CH:34][CH:33]=[CH:32][CH:31]=4)=[CH:26][CH:25]=3)=[O:23])=[CH:14][CH:13]=2)[CH3:10])=[CH:4][CH:3]=1. Product: [OH2:23].[F:1][C:2]1[CH:3]=[CH:4][C:5]([CH2:6][CH2:7][NH:8][C:9](=[N:11][C:12]2[CH:20]=[C:19]3[C:15]([CH2:16][C@@H:17]([OH:36])[C@@H:18]3[NH:21][C:22]([C:24]3[CH:29]=[CH:28][C:27]([C:30]4[CH:31]=[CH:32][CH:33]=[CH:34][CH:35]=4)=[CH:26][CH:25]=3)=[O:23])=[CH:14][CH:13]=2)[CH3:10])=[CH:37][CH:38]=1.[C:27]1([C:30]2[CH:31]=[CH:32][CH:33]=[CH:34][CH:35]=2)[CH:26]=[CH:25][C:24]([C:22]([NH:21][C@@H:18]2[C:19]3[C:15](=[CH:14][CH:13]=[C:12]([N:11]=[C:9]([NH:8][CH2:7][CH2:6][C:5]4[CH:37]=[CH:38][C:2]([F:1])=[CH:3][CH:4]=4)[CH3:10])[CH:20]=3)[CH2:16][C@H:17]2[OH:36])=[O:23])=[CH:29][CH:28]=1. The catalyst class is: 5. (3) Reactant: [SH:1][C:2]1[S:3][C:4]2[CH:10]=[CH:9][C:8]([O:11]C)=[CH:7][C:5]=2[N:6]=1.[C:13]1(C)C=CC(S(OC)(=O)=O)=CC=1. Product: [OH:11][C:8]1[CH:9]=[CH:10][C:4]2[S:3][C:2]([S:1][CH3:13])=[N:6][C:5]=2[CH:7]=1. The catalyst class is: 23. (4) The catalyst class is: 22. Product: [F:30][C:17]1[CH:18]=[C:19]([C:22]2[C:23]([C:28]#[N:29])=[CH:24][CH:25]=[CH:26][CH:27]=2)[CH:20]=[CH:21][C:16]=1[CH2:15][C:12]1[C:13](=[O:14])[N:8]([C@H:6]2[CH2:5][C@H:4]([OH:43])[CH2:7]2)[C:9]2[N:10]([N:34]=[C:35]([CH3:37])[N:36]=2)[C:11]=1[CH2:31][CH2:32][CH3:33]. Reactant: C([C@H:4]1[CH2:7][C@H:6]([N:8]2[C:13](=[O:14])[C:12]([CH2:15][C:16]3[CH:21]=[CH:20][C:19]([C:22]4[C:23]([C:28]#[N:29])=[CH:24][CH:25]=[CH:26][CH:27]=4)=[CH:18][C:17]=3[F:30])=[C:11]([CH2:31][CH2:32][CH3:33])[N:10]3[N:34]=[C:35]([CH3:37])[N:36]=[C:9]23)[CH2:5]1)(=O)C.OO.FC(F)(F)C(OC(=O)C(F)(F)F)=[O:43].C(=O)([O-])O.[Na+].S([O-])([O-])(=O)=S.[Na+].[Na+]. (5) Reactant: [F:1][C:2]([F:33])([F:32])[C:3]([C:12]1[CH:28]=[CH:27][C:15]([O:16][C:17]2[CH:18]=[CH:19][C:20]([CH2:24][CH2:25][OH:26])=[N+:21]([O-])[CH:22]=2)=[C:14]([CH2:29][CH2:30][CH3:31])[CH:13]=1)([O:8][CH2:9][O:10][CH3:11])[C:4]([F:7])([F:6])[F:5]. Product: [F:33][C:2]([F:1])([F:32])[C:3]([C:12]1[CH:28]=[CH:27][C:15]([O:16][C:17]2[CH:18]=[CH:19][C:20]([CH2:24][CH2:25][OH:26])=[N:21][CH:22]=2)=[C:14]([CH2:29][CH2:30][CH3:31])[CH:13]=1)([O:8][CH2:9][O:10][CH3:11])[C:4]([F:7])([F:6])[F:5]. The catalyst class is: 183. (6) Reactant: [CH2:1]([O:8][C:9]([N:11]1[CH2:16][CH2:15][CH:14]([C:17](=O)[CH2:18][CH:19]([C:30]2[CH:35]=[CH:34][C:33]([O:36][CH3:37])=[CH:32][CH:31]=2)[C:20]([C:22]2[CH:27]=[CH:26][C:25]([O:28][CH3:29])=[CH:24][CH:23]=2)=O)[CH2:13][CH2:12]1)=[O:10])[C:2]1[CH:7]=[CH:6][CH:5]=[CH:4][CH:3]=1.COC1C=CC(P2(SP(C3C=CC(OC)=CC=3)(=S)S2)=[S:48])=CC=1. Product: [CH2:1]([O:8][C:9]([N:11]1[CH2:16][CH2:15][CH:14]([C:17]2[S:48][C:20]([C:22]3[CH:27]=[CH:26][C:25]([O:28][CH3:29])=[CH:24][CH:23]=3)=[C:19]([C:30]3[CH:35]=[CH:34][C:33]([O:36][CH3:37])=[CH:32][CH:31]=3)[CH:18]=2)[CH2:13][CH2:12]1)=[O:10])[C:2]1[CH:7]=[CH:6][CH:5]=[CH:4][CH:3]=1. The catalyst class is: 11. (7) Reactant: O=C1C2C(=CC=CC=2)C(=O)[N:3]1[CH2:12][CH2:13][N:14]1[C:23]2[C:18](=[N:19][CH:20]=[C:21]([CH2:24][C:25]3[CH:30]=[CH:29][C:28]([F:31])=[CH:27][CH:26]=3)[CH:22]=2)[C:17]([OH:32])=[C:16]([C:33]([NH:35][CH2:36][CH2:37][OH:38])=[O:34])[C:15]1=[O:39].NN. Product: [NH2:3][CH2:12][CH2:13][N:14]1[C:23]2[C:18](=[N:19][CH:20]=[C:21]([CH2:24][C:25]3[CH:26]=[CH:27][C:28]([F:31])=[CH:29][CH:30]=3)[CH:22]=2)[C:17]([OH:32])=[C:16]([C:33]([NH:35][CH2:36][CH2:37][OH:38])=[O:34])[C:15]1=[O:39]. The catalyst class is: 14. (8) Reactant: [C:1]([NH:8][C@H:9]([C:17]([OH:19])=O)[CH2:10][C:11]1[CH:16]=[CH:15][CH:14]=[CH:13][CH:12]=1)([O:3][C:4]([CH3:7])([CH3:6])[CH3:5])=[O:2].Cl.[CH2:21]([O:28][C:29](=[O:35])[C@@H:30]1[CH2:34][CH2:33][CH2:32][NH:31]1)[C:22]1[CH:27]=[CH:26][CH:25]=[CH:24][CH:23]=1.C1CN([P+](ON2N=NC3C=CC=CC2=3)(N2CCCC2)N2CCCC2)CC1.F[P-](F)(F)(F)(F)F.CCN(C(C)C)C(C)C. Product: [C:4]([O:3][C:1]([NH:8][C@@H:9]([CH2:10][C:11]1[CH:12]=[CH:13][CH:14]=[CH:15][CH:16]=1)[C:17]([N:31]1[CH2:32][CH2:33][CH2:34][C@H:30]1[C:29]([O:28][CH2:21][C:22]1[CH:27]=[CH:26][CH:25]=[CH:24][CH:23]=1)=[O:35])=[O:19])=[O:2])([CH3:5])([CH3:6])[CH3:7]. The catalyst class is: 10. (9) Reactant: F[C:2]1[CH:12]=[CH:11][C:5]([C:6]([O:8][CH2:9][CH3:10])=[O:7])=[CH:4][CH:3]=1.[CH3:13][N:14]([CH3:20])[CH:15]1[CH2:19][CH2:18][NH:17][CH2:16]1.C(=O)([O-])[O-].[K+].[K+].CS(C)=O. Product: [CH3:13][N:14]([CH3:20])[CH:15]1[CH2:19][CH2:18][N:17]([C:2]2[CH:12]=[CH:11][C:5]([C:6]([O:8][CH2:9][CH3:10])=[O:7])=[CH:4][CH:3]=2)[CH2:16]1. The catalyst class is: 6.